Predict the reaction yield, written as a fraction of the theoretical maximum amount of product (1.0 means a 100% yield; for example, 0.34 means a 34% yield). From a dataset of Reaction yield outcomes from USPTO patents with 853,638 reactions. (1) The reactants are [CH3:1][O:2][C:3]1[C:8]2[O:9][CH2:10][CH2:11][O:12][C:7]=2[C:6]([C:13]2([C:23]#[C:24][C:25]3[CH:35]=[CH:34][C:28]([C:29]([O:31][CH2:32][CH3:33])=[O:30])=[CH:27][CH:26]=3)[CH2:22][CH2:21][C:16]3(OCC[O:17]3)[CH2:15][CH2:14]2)=[CH:5][CH:4]=1.Cl.C(=O)(O)[O-].[Na+]. The catalyst is CC(C)=O. The product is [CH3:1][O:2][C:3]1[C:8]2[O:9][CH2:10][CH2:11][O:12][C:7]=2[C:6]([C:13]2([C:23]#[C:24][C:25]3[CH:26]=[CH:27][C:28]([C:29]([O:31][CH2:32][CH3:33])=[O:30])=[CH:34][CH:35]=3)[CH2:22][CH2:21][C:16](=[O:17])[CH2:15][CH2:14]2)=[CH:5][CH:4]=1. The yield is 0.550. (2) The reactants are [C:1]([C:4]1[C:9]([O:10][CH3:11])=[CH:8][C:7]([O:12][CH3:13])=[CH:6][C:5]=1[NH:14][C:15]([C:17]1[S:18][CH:19]=[C:20]([CH:22]([CH3:24])[CH3:23])[N:21]=1)=O)(=[O:3])[CH3:2].C(C1N=C(C2C=C(O)C3C(=C(C)C(OC)=CC=3)N=2)SC=1)(C)C. No catalyst specified. The product is [CH:22]([C:20]1[N:21]=[C:17]([C:15]2[CH:2]=[C:1]([OH:3])[C:4]3[C:5](=[CH:6][C:7]([O:12][CH3:13])=[CH:8][C:9]=3[O:10][CH3:11])[N:14]=2)[S:18][CH:19]=1)([CH3:24])[CH3:23]. The yield is 0.600. (3) The reactants are Cl[C:2]1[C:11]2[C:6](=[CH:7][CH:8]=[C:9]([Cl:12])[N:10]=2)[N:5]=[CH:4][C:3]=1[C:13](=[O:15])[CH3:14].[NH2:16][C:17]1[CH:18]=[N:19][C:20]([N:23]2[CH2:27][CH2:26][CH:25]([NH:28][C:29](=[O:35])[O:30][C:31]([CH3:34])([CH3:33])[CH3:32])[CH2:24]2)=[N:21][CH:22]=1. No catalyst specified. The product is [C:13]([C:3]1[CH:4]=[N:5][C:6]2[C:11]([C:2]=1[NH:16][C:17]1[CH:22]=[N:21][C:20]([N:23]3[CH2:27][CH2:26][CH:25]([NH:28][C:29](=[O:35])[O:30][C:31]([CH3:33])([CH3:32])[CH3:34])[CH2:24]3)=[N:19][CH:18]=1)=[N:10][C:9]([Cl:12])=[CH:8][CH:7]=2)(=[O:15])[CH3:14]. The yield is 0.780. (4) The reactants are [CH2:1]([C:9]1[CH:19]=[CH:18][C:12]([CH2:13][NH:14][CH2:15][C:16]#[N:17])=[CH:11][CH:10]=1)[CH2:2][CH2:3][CH2:4][CH2:5][CH2:6][CH2:7][CH3:8].[Si]([N:24]=[N+:25]=[N-:26])(C)(C)C.CCCC[N+](CCCC)(CCCC)CCCC.[F-].C1COCC1. The catalyst is CO. The product is [NH:17]1[C:16]([CH2:15][NH:14][CH2:13][C:12]2[CH:18]=[CH:19][C:9]([CH2:1][CH2:2][CH2:3][CH2:4][CH2:5][CH2:6][CH2:7][CH3:8])=[CH:10][CH:11]=2)=[N:26][N:25]=[N:24]1. The yield is 0.840. (5) The reactants are [C:1]1([N:7]2[C:12](=[O:13])[C:11]3[S:14][CH:15]=[C:16]([C:17]4[CH:22]=[CH:21][CH:20]=[CH:19][CH:18]=4)[C:10]=3[N:9]=[CH:8]2)[CH:6]=[CH:5][CH:4]=[CH:3][CH:2]=1.NC1C(C2C=CC([Cl:35])=CC=2)=CSC=1C(OC)=O.C([O:47][CH2:48]C)(OCC)OCC.COC1C=CC(N)=CC=1. The catalyst is C(O)(=O)C. The product is [Cl:35][C:20]1[CH:19]=[CH:18][C:17]([C:16]2[C:10]3[N:9]=[CH:8][N:7]([C:1]4[CH:6]=[CH:5][C:4]([O:47][CH3:48])=[CH:3][CH:2]=4)[C:12](=[O:13])[C:11]=3[S:14][CH:15]=2)=[CH:22][CH:21]=1. The yield is 0.700. (6) The reactants are BrB(Br)Br.[F:5][C:6]1[CH:7]=[C:8]([CH2:15][C:16]([OH:18])=[O:17])[CH:9]=[C:10]([F:14])[C:11]=1[O:12]C.[CH3:19]O. The catalyst is ClCCl. The product is [F:5][C:6]1[CH:7]=[C:8]([CH2:15][C:16]([O:18][CH3:19])=[O:17])[CH:9]=[C:10]([F:14])[C:11]=1[OH:12]. The yield is 0.790.